Dataset: Full USPTO retrosynthesis dataset with 1.9M reactions from patents (1976-2016). Task: Predict the reactants needed to synthesize the given product. The reactants are: [N:1]1[CH:6]=[CH:5][CH:4]=[C:3]([C:7]2[CH:12]=[CH:11][CH:10]=[CH:9][C:8]=2[C:13]2[CH:18]=[CH:17][C:16]([CH2:19][N:20]3[C:28]4[C:23](=[CH:24][CH:25]=[CH:26][CH:27]=4)[CH:22]=[CH:21]3)=[CH:15][CH:14]=2)[CH:2]=1.C([BH-](CC)CC)C.[Li+]. Given the product [NH:1]1[CH2:6][CH2:5][CH2:4][CH:3]([C:7]2[CH:12]=[CH:11][CH:10]=[CH:9][C:8]=2[C:13]2[CH:18]=[CH:17][C:16]([CH2:19][N:20]3[C:28]4[C:23](=[CH:24][CH:25]=[CH:26][CH:27]=4)[CH:22]=[CH:21]3)=[CH:15][CH:14]=2)[CH2:2]1, predict the reactants needed to synthesize it.